Dataset: Peptide-MHC class I binding affinity with 185,985 pairs from IEDB/IMGT. Task: Regression. Given a peptide amino acid sequence and an MHC pseudo amino acid sequence, predict their binding affinity value. This is MHC class I binding data. (1) The peptide sequence is AIAPFRHL. The MHC is H-2-Db with pseudo-sequence H-2-Db. The binding affinity (normalized) is 0. (2) The peptide sequence is HYISMGTSGL. The MHC is H-2-Db with pseudo-sequence H-2-Db. The binding affinity (normalized) is 0.205.